This data is from Catalyst prediction with 721,799 reactions and 888 catalyst types from USPTO. The task is: Predict which catalyst facilitates the given reaction. (1) Reactant: C(N(CC)CC)C.[Cl:8][C:9]1[CH:10]=[C:11]([C:17]2[C:18]([CH2:27][N:28]3[C@@H:32]([CH3:33])[C@@H:31]([C:34]4[CH:39]=[CH:38][CH:37]=[C:36]([O:40][C:41]([F:44])([F:43])[F:42])[CH:35]=4)[O:30][C:29]3=[O:45])=[N:19][C:20](S(C)(=O)=O)=[N:21][CH:22]=2)[C:12]([O:15][CH3:16])=[N:13][CH:14]=1.Cl.[F:47][CH:48]1[CH2:51][NH:50][CH2:49]1.Cl. Product: [Cl:8][C:9]1[CH:10]=[C:11]([C:17]2[C:18]([CH2:27][N:28]3[C@@H:32]([CH3:33])[C@@H:31]([C:34]4[CH:39]=[CH:38][CH:37]=[C:36]([O:40][C:41]([F:44])([F:43])[F:42])[CH:35]=4)[O:30][C:29]3=[O:45])=[N:19][C:20]([N:50]3[CH2:51][CH:48]([F:47])[CH2:49]3)=[N:21][CH:22]=2)[C:12]([O:15][CH3:16])=[N:13][CH:14]=1. The catalyst class is: 476. (2) Reactant: C(OC([N:8]1[C:17]2[C:12](=[CH:13][CH:14]=[CH:15][CH:16]=2)[N:11]([C:18]2[CH:23]=[CH:22][C:21]([N:24]3[CH2:29][CH2:28][N:27]([C:30]([O:32][CH2:33][C:34]4[CH:39]=[CH:38][CH:37]=[CH:36][CH:35]=4)=[O:31])[CH2:26][CH2:25]3)=[CH:20][CH:19]=2)[CH2:10][CH2:9]1)=O)(C)(C)C.Cl.C(=O)([O-])[O-].[Na+].[Na+]. Product: [CH2:33]([O:32][C:30]([N:27]1[CH2:28][CH2:29][N:24]([C:21]2[CH:22]=[CH:23][C:18]([N:11]3[C:12]4[C:17](=[CH:16][CH:15]=[CH:14][CH:13]=4)[NH:8][CH2:9][CH2:10]3)=[CH:19][CH:20]=2)[CH2:25][CH2:26]1)=[O:31])[C:34]1[CH:39]=[CH:38][CH:37]=[CH:36][CH:35]=1. The catalyst class is: 269. (3) Reactant: [C:1]([O:5][C:6]([N:8]([CH2:14][C:15]1[CH:20]=[CH:19][C:18]([C:21](=[NH:24])[NH:22][OH:23])=[CH:17][CH:16]=1)[CH2:9][C:10]([O:12][CH3:13])=[O:11])=[O:7])([CH3:4])([CH3:3])[CH3:2].CCN(C(C)C)C(C)C.[CH3:34][C:35]1[CH:40]=[CH:39][C:38]([C:41]2[CH:46]=[CH:45][C:44]([C:47](Cl)=O)=[CH:43][CH:42]=2)=[CH:37][CH:36]=1. Product: [C:1]([O:5][C:6]([N:8]([CH2:14][C:15]1[CH:20]=[CH:19][C:18]([C:21]2[N:24]=[C:34]([C:35]3[CH:40]=[CH:39][C:38]([C:41]4[CH:46]=[CH:45][C:44]([CH3:47])=[CH:43][CH:42]=4)=[CH:37][CH:36]=3)[O:23][N:22]=2)=[CH:17][CH:16]=1)[CH2:9][C:10]([O:12][CH3:13])=[O:11])=[O:7])([CH3:4])([CH3:2])[CH3:3]. The catalyst class is: 425. (4) Reactant: [CH:1]([C:3]1[C:13]2[O:12][CH2:11][CH2:10][C@H:9]3[CH2:14][NH:15][CH2:16][CH2:17][N:8]3[C:7]=2[CH:6]=[CH:5][CH:4]=1)=[CH2:2]. Product: [CH2:1]([C:3]1[C:13]2[O:12][CH2:11][CH2:10][C@H:9]3[CH2:14][NH:15][CH2:16][CH2:17][N:8]3[C:7]=2[CH:6]=[CH:5][CH:4]=1)[CH3:2]. The catalyst class is: 312. (5) Reactant: [F:1][C:2]1[CH:3]=[C:4]2[C:10]([C:11]3[N:16]=[C:15]([NH:17][C@@H:18]([C:23]([CH3:26])([CH3:25])[CH3:24])[CH2:19][C:20]([OH:22])=[O:21])[CH:14]=[CH:13][N:12]=3)=[N:9][N:8](C(C3C=CC=CC=3)(C3C=CC=CC=3)C3C=CC=CC=3)[C:5]2=[N:6][CH:7]=1.C([SiH](CC)CC)C.FC(F)(F)C(O)=O. Product: [F:1][C:2]1[CH:3]=[C:4]2[C:10]([C:11]3[N:16]=[C:15]([NH:17][C@@H:18]([C:23]([CH3:26])([CH3:25])[CH3:24])[CH2:19][C:20]([OH:22])=[O:21])[CH:14]=[CH:13][N:12]=3)=[N:9][NH:8][C:5]2=[N:6][CH:7]=1. The catalyst class is: 390. (6) Reactant: [H-].[Na+].C(OP([CH2:11][C:12]([O:14][CH2:15][CH3:16])=[O:13])(OCC)=O)C.[Br:17][C:18]1[CH:19]=[CH:20][C:21]([N:26]([CH2:30][CH:31]([CH3:33])[CH3:32])[CH2:27][CH2:28][CH3:29])=[C:22]([CH:25]=1)[CH:23]=O.O. Product: [Br:17][C:18]1[CH:19]=[CH:20][C:21]([N:26]([CH2:30][CH:31]([CH3:32])[CH3:33])[CH2:27][CH2:28][CH3:29])=[C:22](/[CH:23]=[CH:11]/[C:12]([O:14][CH2:15][CH3:16])=[O:13])[CH:25]=1. The catalyst class is: 11. (7) Reactant: [F:1][C:2]1[CH:7]=[CH:6][C:5]([N:8]2[C:11](=[O:12])[C@H:10]([S:13][CH2:14][C:15]([C:17]3[CH:22]=[CH:21][C:20]([F:23])=[CH:19][CH:18]=3)=[O:16])[C@H:9]2[C:24]2[CH:34]=[CH:33][C:27]([O:28][CH2:29][C:30]([OH:32])=O)=[CH:26][CH:25]=2)=[CH:4][CH:3]=1.[NH2:35][C@H:36]([C:44]1[CH:49]=[CH:48][CH:47]=[CH:46][CH:45]=1)[C:37]([O:39]C(C)(C)C)=[O:38].CN1CCOCC1.CN(C(ON1N=NC2C=CC=CC1=2)=[N+](C)C)C.[B-](F)(F)(F)F. Product: [F:1][C:2]1[CH:7]=[CH:6][C:5]([N:8]2[C:11](=[O:12])[C@H:10]([S:13][CH2:14][C:15]([C:17]3[CH:22]=[CH:21][C:20]([F:23])=[CH:19][CH:18]=3)=[O:16])[C@H:9]2[C:24]2[CH:25]=[CH:26][C:27]([O:28][CH2:29][C:30]([NH:35][C@H:36]([C:44]3[CH:49]=[CH:48][CH:47]=[CH:46][CH:45]=3)[C:37]([OH:39])=[O:38])=[O:32])=[CH:33][CH:34]=2)=[CH:4][CH:3]=1. The catalyst class is: 2. (8) Reactant: [Cl:1][C:2]1[C:7]([C:8]([OH:10])=O)=[CH:6][CH:5]=[C:4]([CH3:11])[N:3]=1.CN(C(ON1N=NC2C=CC=CC1=2)=[N+](C)C)C.[B-](F)(F)(F)F.CCN(C(C)C)C(C)C.CC([Si](C1C=CC=CC=1)(C1C=CC=CC=1)[O:48][CH:49]([CH3:53])[CH:50]([NH2:52])[CH3:51])(C)C.CCCC[N+](CCCC)(CCCC)CCCC.[F-]. Product: [Cl:1][C:2]1[C:7]([C:8]([NH:52][CH:50]([CH3:51])[CH:49]([OH:48])[CH3:53])=[O:10])=[CH:6][CH:5]=[C:4]([CH3:11])[N:3]=1. The catalyst class is: 3. (9) Reactant: [CH3:1][NH:2][C@@H:3]([CH3:7])[C:4]([OH:6])=[O:5].[BH3-]C#N.[Na+].O=[C:13]1[CH2:16][N:15]([C:17]([O:19][C:20]([CH3:23])([CH3:22])[CH3:21])=[O:18])[CH2:14]1. Product: [C:20]([O:19][C:17]([N:15]1[CH2:16][CH:13]([N:2]([CH3:1])[C@@H:3]([CH3:7])[C:4]([OH:6])=[O:5])[CH2:14]1)=[O:18])([CH3:23])([CH3:22])[CH3:21]. The catalyst class is: 5. (10) Reactant: [NH2:1][C:2]1[C:3]2[N:11]=[C:10]([C:12]3[CH:13]=[C:14]([CH:18]=[C:19]([F:21])[CH:20]=3)[C:15]([OH:17])=O)[CH:9]=[CH:8][C:4]=2[N:5]=[CH:6][N:7]=1.[O:22]1[CH2:27][CH2:26][N:25]([CH2:28][CH2:29][NH2:30])[CH2:24][CH2:23]1.CN(C(ON1N=NC2C=CC=NC1=2)=[N+](C)C)C.F[P-](F)(F)(F)(F)F.CCN(C(C)C)C(C)C. Product: [NH2:1][C:2]1[C:3]2[N:11]=[C:10]([C:12]3[CH:13]=[C:14]([CH:18]=[C:19]([F:21])[CH:20]=3)[C:15]([NH:30][CH2:29][CH2:28][N:25]3[CH2:26][CH2:27][O:22][CH2:23][CH2:24]3)=[O:17])[CH:9]=[CH:8][C:4]=2[N:5]=[CH:6][N:7]=1. The catalyst class is: 3.